From a dataset of Catalyst prediction with 721,799 reactions and 888 catalyst types from USPTO. Predict which catalyst facilitates the given reaction. (1) Reactant: [Cl:1][C:2]1[CH:24]=[CH:23][C:5]2[N:6]=[C:7]([NH:9][C:10]3[N:14]([CH3:15])[C:13]4[CH:16]=[CH:17][C:18]([C:20](O)=[O:21])=[CH:19][C:12]=4[N:11]=3)[S:8][C:4]=2[CH:3]=1.[NH2:25][C@@H:26]1[CH2:30][CH2:29][N:28]([CH2:31][C@H:32]([OH:34])[CH3:33])[CH2:27]1.CN(C(ON1N=NC2C=CC=CC1=2)=[N+](C)C)C.F[P-](F)(F)(F)(F)F.CCN(C(C)C)C(C)C. Product: [OH:34][C@H:32]([CH3:33])[CH2:31][N:28]1[CH2:29][CH2:30][C@@H:26]([NH:25][C:20]([C:18]2[CH:17]=[CH:16][C:13]3[N:14]([CH3:15])[C:10]([NH:9][C:7]4[S:8][C:4]5[CH:3]=[C:2]([Cl:1])[CH:24]=[CH:23][C:5]=5[N:6]=4)=[N:11][C:12]=3[CH:19]=2)=[O:21])[CH2:27]1. The catalyst class is: 3. (2) Reactant: [CH2:1]([O:3][C:4](=[O:14])[CH2:5][C:6]1[CH:11]=[CH:10][C:9]([Cl:12])=[C:8]([OH:13])[CH:7]=1)[CH3:2].[CH3:15][S:16]([C:19]1[CH:24]=[CH:23][C:22](F)=[C:21]([Cl:26])[CH:20]=1)(=[O:18])=[O:17].C(=O)([O-])[O-].[Cs+].[Cs+].CN1C(=O)CCC1. Product: [CH2:1]([O:3][C:4](=[O:14])[CH2:5][C:6]1[CH:11]=[CH:10][C:9]([Cl:12])=[C:8]([O:13][C:22]2[CH:23]=[CH:24][C:19]([S:16]([CH3:15])(=[O:18])=[O:17])=[CH:20][C:21]=2[Cl:26])[CH:7]=1)[CH3:2]. The catalyst class is: 6. (3) Reactant: Br[C:2]1[CH:7]=[CH:6][CH:5]=[C:4]([N+:8]([O-:10])=[O:9])[N:3]=1.[F:11][C:12]1[CH:17]=[CH:16][CH:15]=[C:14]([F:18])[C:13]=1B(O)O.C(=O)([O-])[O-].[K+].[K+]. Product: [F:11][C:12]1[CH:17]=[CH:16][CH:15]=[C:14]([F:18])[C:13]=1[C:2]1[CH:7]=[CH:6][CH:5]=[C:4]([N+:8]([O-:10])=[O:9])[N:3]=1. The catalyst class is: 667. (4) Reactant: [F:1][C:2]1[CH:7]=[CH:6][CH:5]=[C:4]([F:8])[C:3]=1[N:9]1[C:14]2[N:15]=[C:16]([N:29]3[CH2:34][CH2:33][CH:32]([N:35]4[CH2:40][CH2:39][CH:38]([CH3:41])[CH2:37][CH2:36]4)[CH2:31][CH2:30]3)[N:17]=[C:18]([C:19]3[CH:20]=[C:21]([CH:25]=[CH:26][C:27]=3[CH3:28])[C:22]([OH:24])=O)[C:13]=2[CH:12]=[CH:11][C:10]1=[O:42].CN(C(O[N:58]1N=[N:58][C:53]2[CH:54]=[CH:55][CH:55]=[CH:54][C:53]1=2)=[N+](C)C)C.F[P-](F)(F)(F)(F)F.C(N(CC)CC)C.C1(N)CC1. Product: [CH:53]1([NH:58][C:22](=[O:24])[C:21]2[CH:25]=[CH:26][C:27]([CH3:28])=[C:19]([C:18]3[C:13]4[CH:12]=[CH:11][C:10](=[O:42])[N:9]([C:3]5[C:2]([F:1])=[CH:7][CH:6]=[CH:5][C:4]=5[F:8])[C:14]=4[N:15]=[C:16]([N:29]4[CH2:34][CH2:33][CH:32]([N:35]5[CH2:40][CH2:39][CH:38]([CH3:41])[CH2:37][CH2:36]5)[CH2:31][CH2:30]4)[N:17]=3)[CH:20]=2)[CH2:55][CH2:54]1. The catalyst class is: 3. (5) Reactant: [CH:1]12[CH2:9][CH:5]([CH2:6][NH:7][CH2:8]1)[CH2:4][N:3]([CH2:10][CH:11]([OH:22])[CH2:12][O:13][C:14]1[CH:21]=[CH:20][C:17]([C:18]#[N:19])=[CH:16][CH:15]=1)[CH2:2]2.Br[CH2:24][CH2:25][NH:26][C:27](=[O:33])[O:28][C:29]([CH3:32])([CH3:31])[CH3:30].C([O-])([O-])=O.[K+].[K+]. Product: [C:18]([C:17]1[CH:16]=[CH:15][C:14]([O:13][CH2:12][CH:11]([OH:22])[CH2:10][N:3]2[CH2:4][CH:5]3[CH2:9][CH:1]([CH2:8][N:7]([CH2:24][CH2:25][NH:26][C:27](=[O:33])[O:28][C:29]([CH3:32])([CH3:31])[CH3:30])[CH2:6]3)[CH2:2]2)=[CH:21][CH:20]=1)#[N:19]. The catalyst class is: 23. (6) Reactant: [NH2:1][CH2:2][C:3]1[CH:4]=[C:5]([NH:9][C:10]2[N:15]=[C:14]([C:16]3[S:20][C:19]([NH:21][CH3:22])=[N:18][C:17]=3[CH3:23])[CH:13]=[CH:12][N:11]=2)[CH:6]=[CH:7][CH:8]=1.[F:24][C:25]([F:31])([F:30])[S:26](Cl)(=[O:28])=[O:27]. Product: [F:24][C:25]([F:31])([F:30])[S:26]([NH:1][CH2:2][C:3]1[CH:8]=[CH:7][CH:6]=[C:5]([NH:9][C:10]2[N:15]=[C:14]([C:16]3[S:20][C:19]([NH:21][CH3:22])=[N:18][C:17]=3[CH3:23])[CH:13]=[CH:12][N:11]=2)[CH:4]=1)(=[O:28])=[O:27]. The catalyst class is: 23.